Dataset: Forward reaction prediction with 1.9M reactions from USPTO patents (1976-2016). Task: Predict the product of the given reaction. (1) The product is: [Cl:1][C:2]1[CH:3]=[C:4]([S:8][C:9]2[CH:18]=[CH:17][C:12]([C:13]([OH:15])=[O:14])=[CH:11][CH:10]=2)[CH:5]=[CH:6][CH:7]=1. Given the reactants [Cl:1][C:2]1[CH:3]=[C:4]([S:8][C:9]2[CH:18]=[CH:17][C:12]([C:13]([O:15]C)=[O:14])=[CH:11][CH:10]=2)[CH:5]=[CH:6][CH:7]=1.[Li+].[OH-].C(O)(=O)CC(CC(O)=O)(C(O)=O)O, predict the reaction product. (2) Given the reactants [C:1]([N:5]1[CH2:8][CH:7]([N:9]2[CH2:14][CH2:13][N:12]([C:15]([O:17]C(C)(C)C)=O)[CH2:11][CH:10]2[C:22](=[O:24])[NH2:23])[CH2:6]1)(=[O:4])[CH:2]=[CH2:3].[Cl:25][C:26]1[C:31]([CH:32]2[CH2:34][CH2:33]2)=[CH:30][C:29]([NH:35][CH2:36]C(O)=O)=[C:28]([OH:40])[CH:27]=1.F[P-](F)(F)(F)(F)F.N1(O[P+](N(C)C)(N(C)C)N(C)C)C2C=CC=CC=2N=N1.C([O-])([O-])=O.[K+].[K+], predict the reaction product. The product is: [C:1]([N:5]1[CH2:6][CH:7]([N:9]2[CH2:14][CH2:13][N:12]([C:15](=[O:17])[CH2:36][NH:35][C:29]3[CH:30]=[C:31]([CH:32]4[CH2:33][CH2:34]4)[C:26]([Cl:25])=[CH:27][C:28]=3[OH:40])[CH2:11][CH:10]2[C:22]([NH2:23])=[O:24])[CH2:8]1)(=[O:4])[CH:2]=[CH2:3]. (3) Given the reactants Br[CH2:2][C:3]([N:5]1[C:13]2[C:8](=[CH:9][C:10]([O:17][CH3:18])=[C:11]([N+:14]([O-])=O)[CH:12]=2)[CH2:7][CH2:6]1)=[O:4].C([O-])([O-])=O.[K+].[K+].[CH3:25][NH:26][CH2:27][CH2:28][CH3:29], predict the reaction product. The product is: [CH3:18][O:17][C:10]1[CH:9]=[C:8]2[C:13](=[CH:12][C:11]=1[NH2:14])[N:5]([C:3](=[O:4])[CH2:2][N:26]([CH3:25])[CH2:27][CH2:28][CH3:29])[CH2:6][CH2:7]2. (4) Given the reactants [NH2:1][CH2:2][CH2:3][C:4]([C:7]1[CH:12]=[CH:11][C:10]([NH:13][C:14](=[O:25])[C:15]2[CH:20]=[CH:19][C:18]([O:21][CH3:22])=[C:17]([O:23][CH3:24])[CH:16]=2)=[CH:9][CH:8]=1)([CH3:6])[CH3:5].[N:26]1[CH:27]=[C:28]([C:35](O)=[O:36])[N:29]2[CH:34]=[CH:33][CH:32]=[CH:31][C:30]=12.C1C=CC2N(O)N=NC=2C=1.C(Cl)CCl, predict the reaction product. The product is: [CH3:24][O:23][C:17]1[CH:16]=[C:15]([CH:20]=[CH:19][C:18]=1[O:21][CH3:22])[C:14]([NH:13][C:10]1[CH:9]=[CH:8][C:7]([C:4]([CH3:5])([CH3:6])[CH2:3][CH2:2][NH:1][C:35]([C:28]2[N:29]3[CH:34]=[CH:33][CH:32]=[CH:31][C:30]3=[N:26][CH:27]=2)=[O:36])=[CH:12][CH:11]=1)=[O:25]. (5) Given the reactants [CH2:1]([O:3][C:4](=[O:17])[C:5](=O)[CH2:6][C:7]([C:9]1[CH:14]=[N:13][C:12]([CH3:15])=[CH:11][N:10]=1)=O)[CH3:2].[NH:18]([C:20]1[CH:21]=[CH:22][C:23]([CH3:26])=[N:24][CH:25]=1)[NH2:19].Cl.C(=O)([O-])O.[Na+], predict the reaction product. The product is: [CH2:1]([O:3][C:4]([C:5]1[CH:6]=[C:7]([C:9]2[CH:14]=[N:13][C:12]([CH3:15])=[CH:11][N:10]=2)[N:18]([C:20]2[CH:25]=[N:24][C:23]([CH3:26])=[CH:22][CH:21]=2)[N:19]=1)=[O:17])[CH3:2]. (6) Given the reactants O[C:2]([C:11]([F:14])([F:13])[F:12])([CH2:8][CH:9]=O)[C:3](OCC)=[O:4].O.[NH2:16][NH2:17], predict the reaction product. The product is: [F:12][C:11]([F:14])([F:13])[C:2]1[C:3](=[O:4])[NH:16][N:17]=[CH:9][CH:8]=1. (7) Given the reactants [CH3:1][C:2]1[C:6]([B:7]2[O:11][C:10]([CH3:13])([CH3:12])[C:9]([CH3:15])([CH3:14])[O:8]2)=[CH:5][NH:4][N:3]=1.[C:16]([CH:18]=[C:19]1[CH2:22][N:21]([C:23]([O:25][C:26]([CH3:29])([CH3:28])[CH3:27])=[O:24])[CH2:20]1)#[N:17].N12CCCN=C1CCCCC2, predict the reaction product. The product is: [C:16]([CH2:18][C:19]1([N:4]2[CH:5]=[C:6]([B:7]3[O:11][C:10]([CH3:13])([CH3:12])[C:9]([CH3:15])([CH3:14])[O:8]3)[C:2]([CH3:1])=[N:3]2)[CH2:22][N:21]([C:23]([O:25][C:26]([CH3:29])([CH3:28])[CH3:27])=[O:24])[CH2:20]1)#[N:17].